Dataset: Full USPTO retrosynthesis dataset with 1.9M reactions from patents (1976-2016). Task: Predict the reactants needed to synthesize the given product. The reactants are: Cl[C:2]1[C:3]2[S:20][C:19]([NH2:21])=[N:18][C:4]=2[N:5]=[C:6]([S:8][CH2:9][C:10]2[CH:15]=[CH:14][CH:13]=[C:12]([F:16])[C:11]=2[F:17])[N:7]=1.CCN(C(C)C)C(C)C.[NH2:31][C:32]([CH3:37])([CH3:36])[CH:33]([OH:35])O.[OH2:38]. Given the product [NH2:21][C:19]1[S:20][C:3]2[C:2]([NH:31][C:32]([CH3:37])([CH2:33][OH:35])[CH2:36][OH:38])=[N:7][C:6]([S:8][CH2:9][C:10]3[CH:15]=[CH:14][CH:13]=[C:12]([F:16])[C:11]=3[F:17])=[N:5][C:4]=2[N:18]=1, predict the reactants needed to synthesize it.